From a dataset of NCI-60 drug combinations with 297,098 pairs across 59 cell lines. Regression. Given two drug SMILES strings and cell line genomic features, predict the synergy score measuring deviation from expected non-interaction effect. (1) Drug 1: C1CCC(C1)C(CC#N)N2C=C(C=N2)C3=C4C=CNC4=NC=N3. Drug 2: N.N.Cl[Pt+2]Cl. Cell line: SW-620. Synergy scores: CSS=-2.08, Synergy_ZIP=1.19, Synergy_Bliss=-0.720, Synergy_Loewe=-7.04, Synergy_HSA=-6.24. (2) Drug 1: CCC1(CC2CC(C3=C(CCN(C2)C1)C4=CC=CC=C4N3)(C5=C(C=C6C(=C5)C78CCN9C7C(C=CC9)(C(C(C8N6C=O)(C(=O)OC)O)OC(=O)C)CC)OC)C(=O)OC)O.OS(=O)(=O)O. Drug 2: CN1C(=O)N2C=NC(=C2N=N1)C(=O)N. Cell line: TK-10. Synergy scores: CSS=3.57, Synergy_ZIP=-0.0539, Synergy_Bliss=6.94, Synergy_Loewe=3.73, Synergy_HSA=4.00. (3) Drug 1: C1=CC(=C2C(=C1NCCNCCO)C(=O)C3=C(C=CC(=C3C2=O)O)O)NCCNCCO. Drug 2: CC(C)NC(=O)C1=CC=C(C=C1)CNNC.Cl. Cell line: BT-549. Synergy scores: CSS=46.1, Synergy_ZIP=6.16, Synergy_Bliss=8.81, Synergy_Loewe=-10.6, Synergy_HSA=8.66. (4) Drug 1: CC1=C2C(C(=O)C3(C(CC4C(C3C(C(C2(C)C)(CC1OC(=O)C(C(C5=CC=CC=C5)NC(=O)OC(C)(C)C)O)O)OC(=O)C6=CC=CC=C6)(CO4)OC(=O)C)OC)C)OC. Drug 2: C(CCl)NC(=O)N(CCCl)N=O. Cell line: SR. Synergy scores: CSS=72.0, Synergy_ZIP=-0.354, Synergy_Bliss=-3.14, Synergy_Loewe=-3.04, Synergy_HSA=-1.15. (5) Drug 1: CC(C1=C(C=CC(=C1Cl)F)Cl)OC2=C(N=CC(=C2)C3=CN(N=C3)C4CCNCC4)N. Drug 2: CCC1(CC2CC(C3=C(CCN(C2)C1)C4=CC=CC=C4N3)(C5=C(C=C6C(=C5)C78CCN9C7C(C=CC9)(C(C(C8N6C=O)(C(=O)OC)O)OC(=O)C)CC)OC)C(=O)OC)O.OS(=O)(=O)O. Cell line: UACC-257. Synergy scores: CSS=26.6, Synergy_ZIP=0.902, Synergy_Bliss=2.99, Synergy_Loewe=-29.0, Synergy_HSA=0.0285. (6) Drug 1: CN(C)C1=NC(=NC(=N1)N(C)C)N(C)C. Drug 2: CS(=O)(=O)OCCCCOS(=O)(=O)C. Cell line: OVCAR3. Synergy scores: CSS=1.71, Synergy_ZIP=0.296, Synergy_Bliss=2.48, Synergy_Loewe=-0.780, Synergy_HSA=-0.504. (7) Drug 1: C1C(C(OC1N2C=NC3=C(N=C(N=C32)Cl)N)CO)O. Drug 2: N.N.Cl[Pt+2]Cl. Cell line: SW-620. Synergy scores: CSS=47.1, Synergy_ZIP=-5.69, Synergy_Bliss=-2.69, Synergy_Loewe=-4.43, Synergy_HSA=4.17. (8) Drug 1: CCC(=C(C1=CC=CC=C1)C2=CC=C(C=C2)OCCN(C)C)C3=CC=CC=C3.C(C(=O)O)C(CC(=O)O)(C(=O)O)O. Drug 2: COC1=C2C(=CC3=C1OC=C3)C=CC(=O)O2. Cell line: HCT116. Synergy scores: CSS=3.39, Synergy_ZIP=-2.24, Synergy_Bliss=-2.61, Synergy_Loewe=-1.33, Synergy_HSA=-1.80.